Dataset: NCI-60 drug combinations with 297,098 pairs across 59 cell lines. Task: Regression. Given two drug SMILES strings and cell line genomic features, predict the synergy score measuring deviation from expected non-interaction effect. (1) Synergy scores: CSS=37.3, Synergy_ZIP=-11.4, Synergy_Bliss=-4.73, Synergy_Loewe=-14.9, Synergy_HSA=-1.51. Drug 2: COCCOC1=C(C=C2C(=C1)C(=NC=N2)NC3=CC=CC(=C3)C#C)OCCOC.Cl. Drug 1: C1=C(C(=O)NC(=O)N1)F. Cell line: NCI-H522. (2) Drug 1: CC12CCC3C(C1CCC2O)C(CC4=C3C=CC(=C4)O)CCCCCCCCCS(=O)CCCC(C(F)(F)F)(F)F. Drug 2: C1CC(=O)NC(=O)C1N2C(=O)C3=CC=CC=C3C2=O. Cell line: MDA-MB-435. Synergy scores: CSS=-6.57, Synergy_ZIP=2.06, Synergy_Bliss=-2.53, Synergy_Loewe=-8.89, Synergy_HSA=-9.75. (3) Drug 1: C1=C(C(=O)NC(=O)N1)F. Drug 2: C#CCC(CC1=CN=C2C(=N1)C(=NC(=N2)N)N)C3=CC=C(C=C3)C(=O)NC(CCC(=O)O)C(=O)O. Cell line: OVCAR-4. Synergy scores: CSS=38.7, Synergy_ZIP=-1.65, Synergy_Bliss=-4.81, Synergy_Loewe=-5.00, Synergy_HSA=-5.00. (4) Drug 1: CN1CCC(CC1)COC2=C(C=C3C(=C2)N=CN=C3NC4=C(C=C(C=C4)Br)F)OC. Synergy scores: CSS=34.9, Synergy_ZIP=-3.91, Synergy_Bliss=-3.43, Synergy_Loewe=-12.0, Synergy_HSA=1.02. Drug 2: COC1=CC(=CC(=C1O)OC)C2C3C(COC3=O)C(C4=CC5=C(C=C24)OCO5)OC6C(C(C7C(O6)COC(O7)C8=CC=CS8)O)O. Cell line: A549. (5) Drug 1: CCC(=C(C1=CC=CC=C1)C2=CC=C(C=C2)OCCN(C)C)C3=CC=CC=C3.C(C(=O)O)C(CC(=O)O)(C(=O)O)O. Drug 2: C1CN1C2=NC(=NC(=N2)N3CC3)N4CC4. Cell line: MDA-MB-231. Synergy scores: CSS=12.9, Synergy_ZIP=-5.05, Synergy_Bliss=-2.74, Synergy_Loewe=-11.3, Synergy_HSA=-3.28.